This data is from Peptide-MHC class I binding affinity with 185,985 pairs from IEDB/IMGT. The task is: Regression. Given a peptide amino acid sequence and an MHC pseudo amino acid sequence, predict their binding affinity value. This is MHC class I binding data. The binding affinity (normalized) is 0.771. The MHC is HLA-A11:01 with pseudo-sequence HLA-A11:01. The peptide sequence is KLMALELFK.